Task: Predict which catalyst facilitates the given reaction.. Dataset: Catalyst prediction with 721,799 reactions and 888 catalyst types from USPTO Reactant: [N+:1]([C:4]1[CH:9]=[CH:8][CH:7]=[CH:6][C:5]=1[S:10](Cl)(=[O:12])=[O:11])([O-:3])=[O:2].[NH2:14][C:15]1[CH:16]=[CH:17][CH:18]=[C:19]2[C:24]=1[N:23]=[CH:22][CH:21]=[CH:20]2. Product: [N+:1]([C:4]1[CH:9]=[CH:8][CH:7]=[CH:6][C:5]=1[S:10]([NH:14][C:15]1[CH:16]=[CH:17][CH:18]=[C:19]2[C:24]=1[N:23]=[CH:22][CH:21]=[CH:20]2)(=[O:12])=[O:11])([O-:3])=[O:2]. The catalyst class is: 2.